Dataset: Full USPTO retrosynthesis dataset with 1.9M reactions from patents (1976-2016). Task: Predict the reactants needed to synthesize the given product. (1) Given the product [F:22][C:23]([F:36])([F:35])[S:24]([O:13][C:4]1[CH:5]=[CH:6][C:7]([C:8]2[N:9]=[CH:10][S:11][CH:12]=2)=[C:2]([CH3:1])[CH:3]=1)(=[O:26])=[O:25], predict the reactants needed to synthesize it. The reactants are: [CH3:1][C:2]1[CH:3]=[C:4]([OH:13])[CH:5]=[CH:6][C:7]=1[C:8]1[N:9]=[CH:10][S:11][CH:12]=1.N1C(C)=CC=CC=1C.[F:22][C:23]([F:36])([F:35])[S:24](O[S:24]([C:23]([F:36])([F:35])[F:22])(=[O:26])=[O:25])(=[O:26])=[O:25]. (2) Given the product [CH2:1]([O:8][C:9](=[O:10])[NH:11][C:12]1[C:13]([C:29]([NH:32][C:33]2[CH:34]=[N:35][CH:36]=[CH:37][C:38]=2[N:39]2[CH2:44][C@H:43]([CH3:45])[CH2:42][C@H:41]([NH2:46])[CH2:40]2)=[O:30])=[N:14][C:15]2[C:20]([CH:21]=1)=[CH:19][CH:18]=[C:17]([N:22]1[CH2:27][CH2:26][NH:25][C:24](=[O:28])[CH2:23]1)[CH:16]=2)[C:2]1[CH:7]=[CH:6][CH:5]=[CH:4][CH:3]=1, predict the reactants needed to synthesize it. The reactants are: [CH2:1]([O:8][C:9]([NH:11][C:12]1[C:13]([C:29](O)=[O:30])=[N:14][C:15]2[C:20]([CH:21]=1)=[CH:19][CH:18]=[C:17]([N:22]1[CH2:27][CH2:26][NH:25][C:24](=[O:28])[CH2:23]1)[CH:16]=2)=[O:10])[C:2]1[CH:7]=[CH:6][CH:5]=[CH:4][CH:3]=1.[NH2:32][C:33]1[CH:34]=[N:35][CH:36]=[CH:37][C:38]=1[N:39]1[CH2:44][C@H:43]([CH3:45])[CH2:42][C@H:41]([NH:46]C(=O)OC(C)(C)C)[CH2:40]1.CN(C(ON1N=NC2C=CC=NC1=2)=[N+](C)C)C.F[P-](F)(F)(F)(F)F.CCN(C(C)C)C(C)C. (3) Given the product [NH2:11][C:6]1[C:7]([C:9]#[N:10])=[N:8][C:3]([O:2][CH3:1])=[CH:4][CH:5]=1, predict the reactants needed to synthesize it. The reactants are: [CH3:1][O:2][C:3]1[N:8]=[C:7]([C:9]#[N:10])[C:6]([N+:11]([O-])=O)=[CH:5][CH:4]=1.Cl[Sn]Cl.[OH-].[Na+]. (4) Given the product [Br:5][C:6]1[CH:11]=[CH:10][CH:9]=[CH:8][C:7]=1[CH2:12][CH2:13][CH2:14][OH:15], predict the reactants needed to synthesize it. The reactants are: CSC.B.[Br:5][C:6]1[CH:11]=[CH:10][CH:9]=[CH:8][C:7]=1[CH2:12][CH2:13][C:14](O)=[O:15].S(C)C. (5) Given the product [Cl:30][C:27]1[CH:28]=[CH:29][C:20]([NH:19][C:17]([C:13]2[CH:14]=[CH:15][CH:16]=[C:11]([C:4]3[CH:5]=[CH:6][N:1]=[CH:2][CH:3]=3)[CH:12]=2)=[O:18])=[C:21]([CH:26]=1)[C:22]([O:24][CH3:25])=[O:23], predict the reactants needed to synthesize it. The reactants are: [N:1]1[CH:6]=[CH:5][C:4](B(O)O)=[CH:3][CH:2]=1.Br[C:11]1[CH:12]=[C:13]([C:17]([NH:19][C:20]2[CH:29]=[CH:28][C:27]([Cl:30])=[CH:26][C:21]=2[C:22]([O:24][CH3:25])=[O:23])=[O:18])[CH:14]=[CH:15][CH:16]=1.C(=O)([O-])[O-].[Na+].[Na+].O. (6) Given the product [Br:6][C:4]1[O:3][C:2]([CH2:7][N:11]([CH3:12])[CH3:10])=[CH:1][CH:5]=1, predict the reactants needed to synthesize it. The reactants are: [CH:1]1[CH:5]=[C:4]([Br:6])[O:3][C:2]=1[CH:7]=O.Cl.[CH3:10][NH:11][CH3:12].C(O[BH-](OC(=O)C)OC(=O)C)(=O)C.[Na+].C(N(CC)CC)C.